From a dataset of Catalyst prediction with 721,799 reactions and 888 catalyst types from USPTO. Predict which catalyst facilitates the given reaction. (1) Reactant: [Cl:1][C:2]1[N:7]=[C:6]([C:8](O)=O)[CH:5]=[CH:4][CH:3]=1.[NH2:11][C:12]1[CH:13]=[N:14][CH:15]=[CH:16][C:17]=1[NH2:18].CCN(C(C)C)C(C)C.CN(C(ON1N=NC2C=CC=CC1=2)=[N+](C)C)C.F[P-](F)(F)(F)(F)F. Product: [Cl:1][C:2]1[CH:3]=[CH:4][CH:5]=[C:6]([C:8]2[NH:18][C:17]3[CH:16]=[CH:15][N:14]=[CH:13][C:12]=3[N:11]=2)[N:7]=1. The catalyst class is: 3. (2) Reactant: [N:1]1[C:8]([NH2:9])=[N:7][C:5]([NH2:6])=[N:4][C:2]=1[NH2:3].[CH2:10]=[O:11]. Product: [CH2:10]=[O:11].[N:1]1[C:8]([NH2:9])=[N:7][C:5]([NH2:6])=[N:4][C:2]=1[NH2:3]. The catalyst class is: 5. (3) Reactant: [C:1]1([NH:7][C:8]([NH2:10])=[S:9])[CH:6]=[CH:5][CH:4]=[CH:3][CH:2]=1.[CH2:11]([O:13][C:14](=[O:20])[CH:15](Cl)[C:16](=O)[CH3:17])[CH3:12]. Product: [CH2:11]([O:13][C:14]([C:15]1[S:9][C:8]([NH:7][C:1]2[CH:6]=[CH:5][CH:4]=[CH:3][CH:2]=2)=[N:10][C:16]=1[CH3:17])=[O:20])[CH3:12]. The catalyst class is: 8. (4) Reactant: Br[C:2]1[S:3][CH:4]=[C:5]([C:7]([CH3:10])([CH3:9])[CH3:8])[N:6]=1.[CH3:11][O:12][C:13]([C:15]1[CH:20]=[CH:19][CH:18]=[CH:17][C:16]=1B(O)O)=[O:14].C([O-])([O-])=O.[Cs+].[Cs+]. Product: [C:7]([C:5]1[N:6]=[C:2]([C:16]2[CH:17]=[CH:18][CH:19]=[CH:20][C:15]=2[C:13]([O:12][CH3:11])=[O:14])[S:3][CH:4]=1)([CH3:10])([CH3:9])[CH3:8]. The catalyst class is: 339.